Dataset: Forward reaction prediction with 1.9M reactions from USPTO patents (1976-2016). Task: Predict the product of the given reaction. (1) The product is: [F:21][C@@H:19]1[CH2:20][N:16]([C:14](=[O:15])[CH2:13][NH:12][C:7]23[CH2:8][CH2:9][C:4]([C:1]([NH:31][C:30]4[CH:32]=[CH:33][C:27]([O:26][C:25]([F:24])([F:34])[F:35])=[CH:28][CH:29]=4)=[O:2])([CH2:11][CH2:10]2)[CH2:5][CH2:6]3)[C@H:17]([C:22]#[N:23])[CH2:18]1. Given the reactants [C:1]([C:4]12[CH2:11][CH2:10][C:7]([NH:12][CH2:13][C:14]([N:16]3[CH2:20][C@@H:19]([F:21])[CH2:18][C@H:17]3[C:22]#[N:23])=[O:15])([CH2:8][CH2:9]1)[CH2:6][CH2:5]2)(O)=[O:2].[F:24][C:25]([F:35])([F:34])[O:26][C:27]1[CH:33]=[CH:32][C:30]([NH2:31])=[CH:29][CH:28]=1, predict the reaction product. (2) Given the reactants C(Cl)(=O)C(Cl)=O.[Br:7][C:8]1[C:16]2[N:15]=[C:14]([C:17]3[CH:22]=[CH:21][C:20]([CH:23]([CH3:25])[CH3:24])=[CH:19][CH:18]=3)[N:13]([CH2:26][CH2:27][O:28][CH3:29])[C:12]=2[C:11]([O:30][CH3:31])=[CH:10][C:9]=1[CH:32]([C:34]1[CH:39]=[CH:38][CH:37]=[C:36]([O:40][CH3:41])[CH:35]=1)[OH:33].C(N(CC)CC)C, predict the reaction product. The product is: [Br:7][C:8]1[C:16]2[N:15]=[C:14]([C:17]3[CH:22]=[CH:21][C:20]([CH:23]([CH3:24])[CH3:25])=[CH:19][CH:18]=3)[N:13]([CH2:26][CH2:27][O:28][CH3:29])[C:12]=2[C:11]([O:30][CH3:31])=[CH:10][C:9]=1[C:32]([C:34]1[CH:39]=[CH:38][CH:37]=[C:36]([O:40][CH3:41])[CH:35]=1)=[O:33]. (3) The product is: [CH3:12][O:13][C:14]1[CH:19]=[CH:18][CH:17]=[CH:16][C:15]=1[C:7]1[CH:8]=[CH:9][C:4]([C:3]([O:2][CH3:1])=[O:11])=[CH:5][CH:6]=1. Given the reactants [CH3:1][O:2][C:3](=[O:11])[C:4]1[CH:9]=[CH:8][C:7](I)=[CH:6][CH:5]=1.[CH3:12][O:13][C:14]1[CH:19]=[CH:18][CH:17]=[CH:16][C:15]=1B(O)O.C([O-])([O-])=O.[Na+].[Na+].CCOC(C)=O, predict the reaction product. (4) Given the reactants O[C:2]1[CH:3]=[CH:4][C:5]([N+:11]([O-:13])=[O:12])=[C:6]([CH:10]=1)C(O)=O.[C:14](=[O:17])([O-])[O-:15].[K+].[K+].[CH3:20]I.CN([CH:25]=[O:26])C, predict the reaction product. The product is: [CH3:20][O:15][C:14](=[O:17])[C:4]1[CH:3]=[C:2]([O:26][CH3:25])[CH:10]=[CH:6][C:5]=1[N+:11]([O-:13])=[O:12]. (5) Given the reactants [F:1][C:2]1[CH:3]=[C:4]([CH:13]([C:21]2[O:25][CH:24]=[N:23][CH:22]=2)[NH:14]S(C(C)(C)C)=O)[CH:5]=[CH:6][C:7]=1[O:8][C:9]([F:12])([F:11])[F:10].C(Cl)[Cl:27].Cl, predict the reaction product. The product is: [ClH:27].[F:1][C:2]1[CH:3]=[C:4]([CH:13]([C:21]2[O:25][CH:24]=[N:23][CH:22]=2)[NH2:14])[CH:5]=[CH:6][C:7]=1[O:8][C:9]([F:10])([F:11])[F:12]. (6) Given the reactants [CH3:1][O:2][CH2:3][O:4][C:5]1[C:13]([CH3:14])=[CH:12][CH:11]=[C:10]2[C:6]=1[CH:7]([OH:25])[N:8]([C:16]([CH3:24])([C:18]1[CH:23]=[CH:22][CH:21]=[CH:20][CH:19]=1)[CH3:17])[C:9]2=[O:15].CN(CCN(C)C)C.[I:34]I, predict the reaction product. The product is: [CH3:1][O:2][CH2:3][O:4][C:5]1[C:13]([CH3:14])=[CH:12][C:11]([I:34])=[C:10]2[C:6]=1[CH:7]([OH:25])[N:8]([C:16]([CH3:17])([C:18]1[CH:19]=[CH:20][CH:21]=[CH:22][CH:23]=1)[CH3:24])[C:9]2=[O:15]. (7) Given the reactants [Cl:1][C:2]1[N:7]=[N:6][C:5]([NH2:8])=[CH:4][CH:3]=1.Br[CH:10]([CH3:23])[C:11]([C:13]1[CH:18]=[CH:17][C:16]([CH3:19])=[C:15]([N+:20]([O-:22])=[O:21])[CH:14]=1)=O, predict the reaction product. The product is: [Cl:1][C:2]1[CH:3]=[CH:4][C:5]2[N:6]([C:10]([CH3:23])=[C:11]([C:13]3[CH:18]=[CH:17][C:16]([CH3:19])=[C:15]([N+:20]([O-:22])=[O:21])[CH:14]=3)[N:8]=2)[N:7]=1. (8) Given the reactants [Cl:1][C:2]1[C:7]([Cl:8])=[CH:6][CH:5]=[CH:4][C:3]=1[C:9]1([OH:22])[CH2:14][CH2:13][N:12](C(OC(C)(C)C)=O)[CH2:11][CH2:10]1.FC(F)(F)C(O)=O, predict the reaction product. The product is: [Cl:1][C:2]1[C:7]([Cl:8])=[CH:6][CH:5]=[CH:4][C:3]=1[C:9]1([OH:22])[CH2:14][CH2:13][NH:12][CH2:11][CH2:10]1.